From a dataset of Peptide-MHC class I binding affinity with 185,985 pairs from IEDB/IMGT. Regression. Given a peptide amino acid sequence and an MHC pseudo amino acid sequence, predict their binding affinity value. This is MHC class I binding data. The peptide sequence is MLRKKQITV. The MHC is HLA-A29:02 with pseudo-sequence HLA-A29:02. The binding affinity (normalized) is 0.0847.